From a dataset of NCI-60 drug combinations with 297,098 pairs across 59 cell lines. Regression. Given two drug SMILES strings and cell line genomic features, predict the synergy score measuring deviation from expected non-interaction effect. (1) Drug 1: CC(C1=C(C=CC(=C1Cl)F)Cl)OC2=C(N=CC(=C2)C3=CN(N=C3)C4CCNCC4)N. Drug 2: COC1=CC(=CC(=C1O)OC)C2C3C(COC3=O)C(C4=CC5=C(C=C24)OCO5)OC6C(C(C7C(O6)COC(O7)C8=CC=CS8)O)O. Cell line: KM12. Synergy scores: CSS=55.8, Synergy_ZIP=1.86, Synergy_Bliss=4.29, Synergy_Loewe=5.70, Synergy_HSA=8.70. (2) Drug 1: C1CC(=O)NC(=O)C1N2CC3=C(C2=O)C=CC=C3N. Drug 2: C1C(C(OC1N2C=NC3=C2NC=NCC3O)CO)O. Cell line: TK-10. Synergy scores: CSS=-0.626, Synergy_ZIP=-0.808, Synergy_Bliss=-2.40, Synergy_Loewe=-1.77, Synergy_HSA=-1.90. (3) Drug 1: C1CCN(CC1)CCOC2=CC=C(C=C2)C(=O)C3=C(SC4=C3C=CC(=C4)O)C5=CC=C(C=C5)O. Drug 2: CC1=C2C(C(=O)C3(C(CC4C(C3C(C(C2(C)C)(CC1OC(=O)C(C(C5=CC=CC=C5)NC(=O)OC(C)(C)C)O)O)OC(=O)C6=CC=CC=C6)(CO4)OC(=O)C)OC)C)OC. Cell line: NCI-H322M. Synergy scores: CSS=51.9, Synergy_ZIP=5.76, Synergy_Bliss=7.32, Synergy_Loewe=6.93, Synergy_HSA=8.43.